Dataset: Full USPTO retrosynthesis dataset with 1.9M reactions from patents (1976-2016). Task: Predict the reactants needed to synthesize the given product. (1) The reactants are: COC1C=C(OC)C=CC=1C[N:6]1[C@H:9]([CH2:10][N:11]2[CH:16]=[CH:15][CH:14]=[CH:13][C:12]2=[O:17])[C@H:8]([NH:18][C:19](=[O:28])[O:20][CH2:21][C:22]2[CH:27]=[CH:26][CH:25]=[CH:24][CH:23]=2)[C:7]1=[O:29].OP([O-])([O-])=O.[K+].[K+]. Given the product [O:29]=[C:7]1[C@@H:8]([NH:18][C:19](=[O:28])[O:20][CH2:21][C:22]2[CH:27]=[CH:26][CH:25]=[CH:24][CH:23]=2)[C@@H:9]([CH2:10][N:11]2[CH:16]=[CH:15][CH:14]=[CH:13][C:12]2=[O:17])[NH:6]1, predict the reactants needed to synthesize it. (2) Given the product [Br:23][C:22]1[C:17]2[O:16][C:15]3[CH:24]=[CH:25][C:26]([N+:28]([O-:30])=[O:29])=[CH:27][C:14]=3[CH2:13][C:12](=[O:11])[C:18]=2[CH:19]=[CH:20][CH:21]=1, predict the reactants needed to synthesize it. The reactants are: C(Cl)(Cl)Cl.[OH-].[Na+].CS([O:11][C:12]1[C:18]2[CH:19]=[CH:20][CH:21]=[C:22]([Br:23])[C:17]=2[O:16][C:15]2[CH:24]=[CH:25][C:26]([N+:28]([O-:30])=[O:29])=[CH:27][C:14]=2[CH:13]=1)(=O)=O. (3) Given the product [Br:1][C:2]1[S:6][C:5]([C:7]([N:13]([C:12]2[CH:15]=[CH:16][CH:17]=[CH:18][C:11]=2[F:10])[CH3:14])=[O:8])=[CH:4][CH:3]=1, predict the reactants needed to synthesize it. The reactants are: [Br:1][C:2]1[S:6][C:5]([C:7](Cl)=[O:8])=[CH:4][CH:3]=1.[F:10][C:11]1[CH:18]=[CH:17][CH:16]=[CH:15][C:12]=1[NH:13][CH3:14].C(N(CC)CC)C. (4) Given the product [Cl:23][C:22]1[CH:2]=[CH:3][C:4]([CH2:5][C:6]2([OH:19])[CH2:7][CH2:8][N:9]([C:12]([O:14][C:15]([CH3:18])([CH3:16])[CH3:17])=[O:13])[CH2:10][CH2:11]2)=[CH:20][CH:21]=1.[ClH:1].[Cl:25][C:26]1[CH:27]=[CH:28][C:29]([CH2:30][C:31]2([OH:44])[CH2:32][CH2:33][NH:34][CH2:35][CH2:36]2)=[CH:45][CH:46]=1, predict the reactants needed to synthesize it. The reactants are: [Cl:1][C:2]1[CH:3]=[C:4]([CH:20]=[CH:21][C:22]=1[Cl:23])[CH2:5][C:6]1([OH:19])[CH2:11][CH2:10][N:9]([C:12]([O:14][C:15]([CH3:18])([CH3:17])[CH3:16])=[O:13])[CH2:8][CH2:7]1.Cl.[Cl:25][C:26]1[CH:46]=[CH:45][C:29]([CH2:30][C:31]2([OH:44])[CH2:36][CH2:35][N:34](C(OC(C)(C)C)=O)[CH2:33][CH2:32]2)=[CH:28][CH:27]=1. (5) Given the product [Cl:3][C:4]1[CH:5]=[C:6]2[C:10](=[C:11]([C:13]3[N:14]=[CH:15][N:16]=[C:17]([OH:19])[CH:18]=3)[CH:12]=1)[N:9]([CH3:21])[CH:8]=[CH:7]2, predict the reactants needed to synthesize it. The reactants are: CI.[Cl:3][C:4]1[CH:5]=[C:6]2[C:10](=[C:11]([C:13]3[CH:18]=[C:17]([O:19]C)[N:16]=[CH:15][N:14]=3)[CH:12]=1)[NH:9][CH:8]=[CH:7]2.[C:21]([O-])([O-])=O.[K+].[K+]. (6) Given the product [ClH:32].[C:1]1([C@H:11]([NH:13][CH2:14][C@@H:15]2[C@@H:19]([C:20]3[CH:21]=[CH:22][CH:23]=[CH:24][CH:25]=3)[CH2:18][N:17]([C:26](=[O:31])[C:27]([F:28])([F:29])[F:30])[CH2:16]2)[CH3:12])[C:10]2[C:5](=[CH:6][CH:7]=[CH:8][CH:9]=2)[CH:4]=[CH:3][CH:2]=1, predict the reactants needed to synthesize it. The reactants are: [C:1]1([C@H:11]([NH:13][CH2:14][C@@H:15]2[C@@H:19]([C:20]3[CH:25]=[CH:24][CH:23]=[CH:22][CH:21]=3)[CH2:18][N:17]([C:26](=[O:31])[C:27]([F:30])([F:29])[F:28])[CH2:16]2)[CH3:12])[C:10]2[C:5](=[CH:6][CH:7]=[CH:8][CH:9]=2)[CH:4]=[CH:3][CH:2]=1.[ClH:32].C(OCC)(=O)C. (7) Given the product [NH3:22].[CH2:25]([C:8]1([C:16]2[CH:21]=[CH:20][CH:19]=[C:18]([N+:22]([O-:24])=[O:23])[CH:17]=2)[CH2:7][CH2:6][N:33]([CH2:27][CH2:28][CH2:29][CH2:30][CH2:31][CH3:32])[CH2:10][CH2:9]1)[CH3:26], predict the reactants needed to synthesize it. The reactants are: CS(O[CH2:6][CH2:7][C:8]([CH2:25][CH3:26])([C:16]1[CH:21]=[CH:20][CH:19]=[C:18]([N+:22]([O-:24])=[O:23])[CH:17]=1)[CH2:9][CH2:10]OS(C)(=O)=O)(=O)=O.[CH2:27]([NH2:33])[CH2:28][CH2:29][CH2:30][CH2:31][CH3:32]. (8) Given the product [NH2:46][CH2:45][C@@H:44]1[CH2:43][C:42]2[C:37](=[CH:38][CH:39]=[CH:40][CH:41]=2)[CH2:36][N:35]1[C:33]([C:32]1[CH:54]=[CH:55][C:56]([Cl:58])=[CH:57][C:31]=1[N:24]1[C:25]2[C:30](=[CH:29][CH:28]=[CH:27][CH:26]=2)[C:22]([C:20]([N:19]([C:16]2[CH:17]=[CH:18][C:13]([OH:12])=[CH:14][CH:15]=2)[C:59]2[CH:60]=[CH:61][CH:62]=[CH:63][CH:64]=2)=[O:21])=[CH:23]1)=[O:34], predict the reactants needed to synthesize it. The reactants are: B(Cl)(Cl)Cl.C([O:12][C:13]1[CH:18]=[CH:17][C:16]([N:19]([C:59]2[CH:64]=[CH:63][CH:62]=[CH:61][CH:60]=2)[C:20]([C:22]2[C:30]3[C:25](=[CH:26][CH:27]=[CH:28][CH:29]=3)[N:24]([C:31]3[CH:57]=[C:56]([Cl:58])[CH:55]=[CH:54][C:32]=3[C:33]([N:35]3[C@H:44]([CH2:45][NH:46]C(=O)OC(C)(C)C)[CH2:43][C:42]4[C:37](=[CH:38][CH:39]=[CH:40][CH:41]=4)[CH2:36]3)=[O:34])[CH:23]=2)=[O:21])=[CH:15][CH:14]=1)C1C=CC=CC=1.B(Br)(Br)Br.CO. (9) Given the product [CH3:20][N:21]([CH3:22])[CH2:1][C@@H:3]([NH:12][C:13](=[O:19])[O:14][C:15]([CH3:18])([CH3:17])[CH3:16])[CH2:4][S:5][C:6]1[CH:11]=[CH:10][CH:9]=[CH:8][CH:7]=1, predict the reactants needed to synthesize it. The reactants are: [CH:1]([C@@H:3]([NH:12][C:13](=[O:19])[O:14][C:15]([CH3:18])([CH3:17])[CH3:16])[CH2:4][S:5][C:6]1[CH:11]=[CH:10][CH:9]=[CH:8][CH:7]=1)=O.[CH3:20][NH:21][CH3:22].C1COCC1.[BH-](OC(C)=O)(OC(C)=O)OC(C)=O.[Na+].